From a dataset of hERG Central: cardiac toxicity at 1µM, 10µM, and general inhibition. Predict hERG channel inhibition at various concentrations. (1) The compound is O=C(CN1C(=O)NC2(CCCCC2)C1=O)N1CCN(S(=O)(=O)c2cccc(F)c2)CC1. Results: hERG_inhib (hERG inhibition (general)): blocker. (2) The molecule is Cn1c(SCC(=O)c2cc(Cl)c(Cl)s2)nnc1-c1ccco1. Results: hERG_inhib (hERG inhibition (general)): blocker.